From a dataset of Retrosynthesis with 50K atom-mapped reactions and 10 reaction types from USPTO. Predict the reactants needed to synthesize the given product. (1) Given the product CCn1c(=O)c(-c2cc(NC(=O)Nc3ccc(F)c(CN4CCN(C)CC4)c3)c(F)cc2C)cc2cnc(NC=O)cc21, predict the reactants needed to synthesize it. The reactants are: CCn1c(=O)c(-c2cc(NC(=O)Nc3ccc(F)c(CN4CCN(C)CC4)c3)c(F)cc2C)cc2cnc(Cl)cc21.NC=O. (2) Given the product CCOC(=O)n1c(-c2cccnc2C)cc2cc(-c3sc(-c4ccccc4)nc3C)ccc21, predict the reactants needed to synthesize it. The reactants are: CCOC(=O)n1c(OS(=O)(=O)C(F)(F)F)cc2cc(-c3sc(-c4ccccc4)nc3C)ccc21.Cc1ncccc1B(O)O. (3) Given the product Cn1c2c(c3ccc(-n4ccc(OCc5ccccc5)cc4=O)nc31)CCNCC2, predict the reactants needed to synthesize it. The reactants are: Cn1c2c(c3ccc(-n4ccc(OCc5ccccc5)cc4=O)nc31)CCN(C(=O)OC(C)(C)C)CC2. (4) Given the product COC(C)[Si](C)(C)C, predict the reactants needed to synthesize it. The reactants are: CC1(C2NC(=O)CC(c3cccc(Cl)c3)C23C(=O)Nc2cc(Br)ccc23)CC1.NC(=O)CBr. (5) The reactants are: CC(C)(C)OC(=O)N1CCN2C(=O)N([C@@H]3C[C@H]3c3ccccc3)C(=O)C2C1. Given the product O=C1C2CNCCN2C(=O)N1[C@@H]1C[C@H]1c1ccccc1, predict the reactants needed to synthesize it. (6) Given the product CCOC(=O)c1onc(O)c1CC(NC(=O)OC(C)(C)C)C(=O)OCC, predict the reactants needed to synthesize it. The reactants are: CC(C)(C)OC(=O)OC(=O)OC(C)(C)C.CCOC(=O)c1onc(O)c1CC(N)C(=O)OCC. (7) Given the product CN1CCCC1CCN1Cc2cc(B3OC(C)(C)C(C)(C)O3)ccc2C1=O, predict the reactants needed to synthesize it. The reactants are: CC1(C)OB(B2OC(C)(C)C(C)(C)O2)OC1(C)C.CN1CCCC1CCN1Cc2cc(Br)ccc2C1=O. (8) Given the product C=CCO[C@@H]1CN(C2CCOCC2)C[C@H]1NC(=O)CNC(=O)c1cccc(C(F)(F)F)c1, predict the reactants needed to synthesize it. The reactants are: C=CCBr.O=C(CNC(=O)c1cccc(C(F)(F)F)c1)N[C@@H]1CN(C2CCOCC2)C[C@H]1O. (9) Given the product CCc1cc2c(N3CCN(C(=O)OC(C)(C)C)C[C@@H]3C)ncnc2s1, predict the reactants needed to synthesize it. The reactants are: CCc1cc2c(Cl)ncnc2s1.C[C@H]1CN(C(=O)OC(C)(C)C)CCN1.